Dataset: Forward reaction prediction with 1.9M reactions from USPTO patents (1976-2016). Task: Predict the product of the given reaction. (1) Given the reactants C[O:2][C:3]1[C:8]2[C:9]([C:27]3[CH:32]=[CH:31][N:30]=[C:29]([NH:33]C(=O)C)[N:28]=3)=[C:10]3[CH:15]=[CH:14][N:13]=[C:12]([NH:16][S:17]([C:20]4[CH:26]=[CH:25][C:23]([CH3:24])=[CH:22][CH:21]=4)(=[O:19])=[O:18])[N:11]3[C:7]=2[N:6]=[CH:5][CH:4]=1.C([O-])(O)=O.[Na+], predict the reaction product. The product is: [OH:2][C:3]1[C:8]2[C:9]([C:27]3[CH:32]=[CH:31][N:30]=[C:29]([NH2:33])[N:28]=3)=[C:10]3[CH:15]=[CH:14][N:13]=[C:12]([NH:16][S:17]([C:20]4[CH:21]=[CH:22][C:23]([CH3:24])=[CH:25][CH:26]=4)(=[O:18])=[O:19])[N:11]3[C:7]=2[N:6]=[CH:5][CH:4]=1. (2) Given the reactants [Cl:1][C:2]1[C:7]([F:8])=[CH:6][CH:5]=[C:4]([Cl:9])[C:3]=1[C@H:10]([O:12][C:13]1[C:14]2[O:22][CH:21]=[C:20]([C:23]3[CH2:24][CH2:25][NH:26][CH2:27][CH:28]=3)[C:15]=2[CH:16]=[N:17][C:18]=1[NH2:19])[CH3:11].[CH:29]([N:32]=[C:33]=[O:34])([CH3:31])[CH3:30].CCN(C(C)C)C(C)C, predict the reaction product. The product is: [NH2:19][C:18]1[N:17]=[CH:16][C:15]2[C:20]([C:23]3[CH2:24][CH2:25][N:26]([C:33]([NH:32][CH:29]([CH3:31])[CH3:30])=[O:34])[CH2:27][CH:28]=3)=[CH:21][O:22][C:14]=2[C:13]=1[O:12][C@@H:10]([C:3]1[C:4]([Cl:9])=[CH:5][CH:6]=[C:7]([F:8])[C:2]=1[Cl:1])[CH3:11]. (3) Given the reactants [CH3:1][C:2]1[CH:10]=[CH:9][C:5]2[S:6][CH:7]=[CH:8][C:4]=2[CH:3]=1.[Br:11]N1C(=O)CCC1=O, predict the reaction product. The product is: [Br:11][CH2:1][C:2]1[CH:10]=[CH:9][C:5]2[S:6][CH:7]=[CH:8][C:4]=2[CH:3]=1. (4) Given the reactants C(O[C:6]([NH:8][NH:9][C:10]1[CH:15]=[CH:14][CH:13]=[CH:12][C:11]=1[C:16]([F:19])([F:18])[F:17])=O)(C)(C)C.[CH3:20][C@:21]12[C:27]([CH3:29])([CH3:28])[C@H:24]([CH2:25][CH2:26]1)[CH:23]([C:30](Cl)=[O:31])C2=O.N1C=CC=CC=1.Cl, predict the reaction product. The product is: [F:19][C:16]([F:17])([F:18])[C:11]1[CH:12]=[CH:13][CH:14]=[CH:15][C:10]=1[N:9]1[C:30](=[O:31])[C:23]2[C@@H:24]3[C:27]([CH3:29])([CH3:28])[C@@:21]([CH3:20])([CH2:26][CH2:25]3)[C:6]=2[NH:8]1. (5) Given the reactants [CH3:1][O:2][C:3](=[O:32])[C:4]1[CH:9]=[CH:8][C:7]([C:10]2[N:11]=[C:12]([CH2:24][C:25]3[CH:30]=[CH:29][C:28]([Br:31])=[CH:27][CH:26]=3)[N:13]([C:15]3[CH:20]=[CH:19][C:18]([N+:21]([O-])=O)=[CH:17][CH:16]=3)[CH:14]=2)=[CH:6][CH:5]=1.Br[CH2:34][C:35]([O:37][CH3:38])=[O:36], predict the reaction product. The product is: [CH3:1][O:2][C:3](=[O:32])[C:4]1[CH:9]=[CH:8][C:7]([C:10]2[N:11]=[C:12]([CH2:24][C:25]3[CH:30]=[CH:29][C:28]([Br:31])=[CH:27][CH:26]=3)[N:13]([C:15]3[CH:20]=[CH:19][C:18]([NH:21][CH2:34][C:35]([O:37][CH3:38])=[O:36])=[CH:17][CH:16]=3)[CH:14]=2)=[CH:6][CH:5]=1.